Dataset: Forward reaction prediction with 1.9M reactions from USPTO patents (1976-2016). Task: Predict the product of the given reaction. (1) Given the reactants [Cl:1][C:2]1[CH:3]=[N:4][C:5]([N:8]2[CH2:13][CH2:12][CH:11]([CH2:14][CH2:15][CH2:16][OH:17])[CH2:10][CH2:9]2)=[N:6][CH:7]=1.[CH2:18]([O:20][C:21](=[O:31])[C:22]1[C:27]([CH3:28])=[CH:26][C:25](O)=[N:24][C:23]=1[CH3:30])[CH3:19], predict the reaction product. The product is: [CH2:18]([O:20][C:21](=[O:31])[C:22]1[C:27]([CH3:28])=[CH:26][C:25]([O:17][CH2:16][CH2:15][CH2:14][CH:11]2[CH2:12][CH2:13][N:8]([C:5]3[N:6]=[CH:7][C:2]([Cl:1])=[CH:3][N:4]=3)[CH2:9][CH2:10]2)=[N:24][C:23]=1[CH3:30])[CH3:19]. (2) Given the reactants Cl[C:2]1[CH:7]=[C:6]([C:8]2[N:13]=[C:12]([CH:14]([F:16])[F:15])[CH:11]=[C:10]([C:17]3[CH:22]=[CH:21][C:20]([C:23]([F:26])([F:25])[F:24])=[CH:19][CH:18]=3)[N:9]=2)[CH:5]=[CH:4][N:3]=1.[NH2:27][C:28]1[CH:33]=[CH:32][C:31](B2OC(C)(C)C(C)(C)O2)=[CH:30][N:29]=1, predict the reaction product. The product is: [F:15][CH:14]([F:16])[C:12]1[CH:11]=[C:10]([C:17]2[CH:22]=[CH:21][C:20]([C:23]([F:26])([F:25])[F:24])=[CH:19][CH:18]=2)[N:9]=[C:8]([C:6]2[CH:5]=[CH:4][N:3]=[C:2]([C:31]3[CH:30]=[N:29][C:28]([NH2:27])=[CH:33][CH:32]=3)[CH:7]=2)[N:13]=1. (3) Given the reactants [C:1]([C:3]1[CH:35]=[CH:34][C:6]([CH2:7][O:8][NH:9][C:10]([C:12]2[CH:17]=[CH:16][CH:15]=[CH:14][C:13]=2[NH:18][CH2:19][C:20]2[CH:25]=[CH:24][N:23]=[C:22]([NH:26][C:27]([CH2:29][O:30]C(=O)C)=[O:28])[CH:21]=2)=[O:11])=[CH:5][CH:4]=1)#[N:2].[OH-].[Na+].Cl, predict the reaction product. The product is: [C:1]([C:3]1[CH:35]=[CH:34][C:6]([CH2:7][O:8][NH:9][C:10](=[O:11])[C:12]2[CH:17]=[CH:16][CH:15]=[CH:14][C:13]=2[NH:18][CH2:19][C:20]2[CH:25]=[CH:24][N:23]=[C:22]([NH:26][C:27](=[O:28])[CH2:29][OH:30])[CH:21]=2)=[CH:5][CH:4]=1)#[N:2]. (4) Given the reactants [Cl:1][C:2]1[CH:3]=[N:4][CH:5]=[C:6]([Cl:22])[C:7]=1[CH2:8][CH:9]([C:11]1[CH:16]=[CH:15][C:14]([O:17][CH3:18])=[C:13]([O:19][CH2:20][CH3:21])[CH:12]=1)O.C1C=CC(P(C2C=CC=CC=2)C2C=CC=CC=2)=CC=1.P([N:58]=[N+]=[N-])(OC1C=CC=CC=1)(OC1C=CC=CC=1)=O.C[O:62][C:63](=O)[C:64]1[C:69]([NH:70][C:71]([CH:73]2[CH2:75][CH2:74]2)=[O:72])=[CH:68][CH:67]=[CH:66][C:65]=1[CH2:76]Br.C(N(CC)CC)C, predict the reaction product. The product is: [Cl:1][C:2]1[CH:3]=[N:4][CH:5]=[C:6]([Cl:22])[C:7]=1[CH2:8][CH:9]([N:58]1[C:63](=[O:62])[C:64]2[C:65](=[CH:66][CH:67]=[CH:68][C:69]=2[NH:70][C:71]([CH:73]2[CH2:75][CH2:74]2)=[O:72])[CH2:76]1)[C:11]1[CH:16]=[CH:15][C:14]([O:17][CH3:18])=[C:13]([O:19][CH2:20][CH3:21])[CH:12]=1. (5) Given the reactants C[O:2][C:3]([C:5]1[CH:6]=[C:7]([CH:17]2[CH2:22][CH2:21][N:20]([C:23]([O:25][C:26]([CH3:29])([CH3:28])[CH3:27])=[O:24])[CH2:19][CH2:18]2)[C:8]([O:11][CH2:12][C:13]([F:16])([F:15])[F:14])=[N:9][CH:10]=1)=[O:4].O1CCCC1.[OH-].[Li+].[NH4+].[Cl-], predict the reaction product. The product is: [C:26]([O:25][C:23]([N:20]1[CH2:21][CH2:22][CH:17]([C:7]2[C:8]([O:11][CH2:12][C:13]([F:15])([F:16])[F:14])=[N:9][CH:10]=[C:5]([C:3]([OH:4])=[O:2])[CH:6]=2)[CH2:18][CH2:19]1)=[O:24])([CH3:29])([CH3:27])[CH3:28]. (6) Given the reactants [C:1]([C:3]1[CH:8]=[CH:7][C:6]([CH:9]2[N:13]3[C:14]([C:17]([OH:19])=O)=[CH:15][N:16]=[C:12]3[CH2:11][CH2:10]2)=[CH:5][CH:4]=1)#[N:2].Cl.[Cl:21][C:22]1[CH:23]=[C:24]([N:28]2[CH2:33][CH2:32][NH:31][CH2:30][C:29]2=[O:34])[CH:25]=[CH:26][CH:27]=1.CCN=C=NCCCN(C)C.Cl.C1C=CC2N(O)N=NC=2C=1.C(N(CC)C(C)C)(C)C, predict the reaction product. The product is: [Cl:21][C:22]1[CH:23]=[C:24]([N:28]2[CH2:33][CH2:32][N:31]([C:17]([C:14]3[N:13]4[CH:9]([C:6]5[CH:5]=[CH:4][C:3]([C:1]#[N:2])=[CH:8][CH:7]=5)[CH2:10][CH2:11][C:12]4=[N:16][CH:15]=3)=[O:19])[CH2:30][C:29]2=[O:34])[CH:25]=[CH:26][CH:27]=1.